This data is from Forward reaction prediction with 1.9M reactions from USPTO patents (1976-2016). The task is: Predict the product of the given reaction. Given the reactants [NH:1]1[CH2:4][CH:3]([O:5][C:6]2[CH:17]=[CH:16][C:9]([CH2:10][N:11]3[CH2:15][CH2:14][CH2:13][CH2:12]3)=[CH:8][CH:7]=2)[CH2:2]1.[Cl:18][C:19]1[CH:24]=[CH:23][C:22]([C:25]2[O:29][C:28]([C:30](OCC)=[O:31])=[N:27][N:26]=2)=[CH:21][CH:20]=1, predict the reaction product. The product is: [Cl:18][C:19]1[CH:20]=[CH:21][C:22]([C:25]2[O:29][C:28]([C:30]([N:1]3[CH2:2][CH:3]([O:5][C:6]4[CH:17]=[CH:16][C:9]([CH2:10][N:11]5[CH2:12][CH2:13][CH2:14][CH2:15]5)=[CH:8][CH:7]=4)[CH2:4]3)=[O:31])=[N:27][N:26]=2)=[CH:23][CH:24]=1.